This data is from Reaction yield outcomes from USPTO patents with 853,638 reactions. The task is: Predict the reaction yield, written as a fraction of the theoretical maximum amount of product (1.0 means a 100% yield; for example, 0.34 means a 34% yield). (1) The reactants are C1COCC1.[NH2:6][C:7]1[C:12]2=[C:13]([C:23]3[CH:28]=[CH:27][C:26]([NH:29][C:30]([NH:32][C:33]4[CH:38]=[C:37]([C:39]([F:42])([F:41])[F:40])[CH:36]=[CH:35][C:34]=4[F:43])=[O:31])=[CH:25][CH:24]=3)[C:14]([CH2:16][CH2:17][C:18](OCC)=[O:19])=[CH:15][N:11]2[N:10]=[CH:9][N:8]=1.CC(C[AlH]CC(C)C)C. The catalyst is CCOC(C)=O. The yield is 0.980. The product is [NH2:6][C:7]1[C:12]2=[C:13]([C:23]3[CH:28]=[CH:27][C:26]([NH:29][C:30]([NH:32][C:33]4[CH:38]=[C:37]([C:39]([F:40])([F:41])[F:42])[CH:36]=[CH:35][C:34]=4[F:43])=[O:31])=[CH:25][CH:24]=3)[C:14]([CH2:16][CH2:17][CH2:18][OH:19])=[CH:15][N:11]2[N:10]=[CH:9][N:8]=1. (2) The catalyst is C1(C)C=CC=CC=1.CCOC(C)=O.O.C1C=CC([P]([Pd]([P](C2C=CC=CC=2)(C2C=CC=CC=2)C2C=CC=CC=2)([P](C2C=CC=CC=2)(C2C=CC=CC=2)C2C=CC=CC=2)[P](C2C=CC=CC=2)(C2C=CC=CC=2)C2C=CC=CC=2)(C2C=CC=CC=2)C2C=CC=CC=2)=CC=1. The yield is 0.350. The reactants are Cl[C:2]1[C:7]([CH:8]=[O:9])=[C:6]([CH3:10])[N:5]=[CH:4][CH:3]=1.[Cl:11][C:12]1[CH:17]=[CH:16][C:15](B(O)O)=[C:14]([F:21])[CH:13]=1.C([O-])([O-])=O.[Cs+].[Cs+]. The product is [Cl:11][C:12]1[CH:17]=[CH:16][C:15]([C:2]2[C:7]([CH:8]=[O:9])=[C:6]([CH3:10])[N:5]=[CH:4][CH:3]=2)=[C:14]([F:21])[CH:13]=1. (3) The reactants are CN(C)CCN.[CH:7]1([CH2:13][O:14][N:15]2C(=O)C3=CC=CC=C3C2=O)[CH2:12][CH2:11][CH2:10][CH2:9][CH2:8]1.C(O)(=O)C.[Cl:30][C:31]1[CH:36]=[CH:35][C:34]([NH:37][S:38]([C:41]([F:44])([F:43])[F:42])(=[O:40])=[O:39])=[C:33]([C:45](=O)[CH2:46][CH3:47])[CH:32]=1. The catalyst is CCO. The product is [Cl:30][C:31]1[CH:36]=[CH:35][C:34]([NH:37][S:38]([C:41]([F:44])([F:43])[F:42])(=[O:40])=[O:39])=[C:33]([C:45](=[N:15][O:14][CH2:13][CH:7]2[CH2:12][CH2:11][CH2:10][CH2:9][CH2:8]2)[CH2:46][CH3:47])[CH:32]=1. The yield is 0.910. (4) The reactants are [F:1][C:2]1[CH:7]=[CH:6][C:5]([C:8](=[O:15])[CH2:9][C:10]([O:12][CH2:13][CH3:14])=[O:11])=[CH:4][CH:3]=1.[H-].[Na+].Cl[CH2:19][C:20]1[CH:25]=[CH:24][CH:23]=[C:22]([O:26][C:27]2[CH:32]=[CH:31][CH:30]=[CH:29][CH:28]=2)[CH:21]=1.O. The catalyst is COCCOC. The product is [F:1][C:2]1[CH:3]=[CH:4][C:5]([C:8](=[O:15])[CH:9]([CH2:19][C:20]2[CH:25]=[CH:24][CH:23]=[C:22]([O:26][C:27]3[CH:32]=[CH:31][CH:30]=[CH:29][CH:28]=3)[CH:21]=2)[C:10]([O:12][CH2:13][CH3:14])=[O:11])=[CH:6][CH:7]=1. The yield is 0.760. (5) The reactants are [CH3:1][NH:2][C:3]1[C:11]2[C:6](=[CH:7][CH:8]=[C:9]([N+:12]([O-:14])=[O:13])[CH:10]=2)[NH:5][N:4]=1.[O:15](C(OC(C)(C)C)=O)[C:16]([O:18][C:19]([CH3:22])([CH3:21])[CH3:20])=O.C(=O)(O)[O-].[Na+]. The catalyst is C1COCC1.O. The product is [CH3:1][NH:2][C:3]1([C:16]([O:18][C:19]([CH3:22])([CH3:21])[CH3:20])=[O:15])[C:11]2[C:6](=[CH:7][CH:8]=[C:9]([N+:12]([O-:14])=[O:13])[CH:10]=2)[NH:5][NH:4]1. The yield is 0.843. (6) The reactants are C[O:2][C:3]1[CH:4]=[C:5]2[C:9](=[CH:10][C:11]=1[C:12]([F:15])([F:14])[F:13])[N:8]([CH3:16])[CH:7]=[C:6]2[CH3:17].B(Br)(Br)Br. The catalyst is C(Cl)Cl. The product is [CH3:16][N:8]1[C:9]2[C:5](=[CH:4][C:3]([OH:2])=[C:11]([C:12]([F:13])([F:14])[F:15])[CH:10]=2)[C:6]([CH3:17])=[CH:7]1. The yield is 0.750. (7) The reactants are Br[C:2]1[S:6][C:5]([CH:7]=[O:8])=[CH:4][CH:3]=1.[CH2:9](B(O)O)[CH2:10][CH:11]=[CH2:12]. No catalyst specified. The product is [CH2:12]([C:2]1[S:6][C:5]([CH:7]=[O:8])=[CH:4][CH:3]=1)[CH2:11][CH:10]=[CH2:9]. The yield is 0.550. (8) The reactants are C[O:2][CH2:3][C@H:4]([CH3:34])[O:5][C:6]1[CH:7]=[C:8]([CH:20]=[C:21]([C:23]2[NH:24][C:25]([C:28]3[O:29][C@@H:30]([CH3:33])[CH2:31][N:32]=3)=[CH:26][CH:27]=2)[CH:22]=1)[O:9][C:10]1[CH:11]=[CH:12][C:13]([C:16]([NH:18][CH3:19])=[O:17])=[N:14][CH:15]=1.B(Br)(Br)Br.C(=O)([O-])O.[Na+]. The catalyst is C(Cl)Cl. The product is [OH:2][CH2:3][C@H:4]([CH3:34])[O:5][C:6]1[CH:7]=[C:8]([CH:20]=[C:21]([C:23]2[NH:24][C:25]([C:28]3[O:29][C@@H:30]([CH3:33])[CH2:31][N:32]=3)=[CH:26][CH:27]=2)[CH:22]=1)[O:9][C:10]1[CH:11]=[CH:12][C:13]([C:16]([NH:18][CH3:19])=[O:17])=[N:14][CH:15]=1. The yield is 0.690. (9) The reactants are [C:1]([O:9][C@H:10]1[C@@H:15]([O:16][C:17](=[O:24])[C:18]2[CH:23]=[CH:22][CH:21]=[CH:20][CH:19]=2)[C@H:14]([O:25][C:26](=[O:33])[C:27]2[CH:32]=[CH:31][CH:30]=[CH:29][CH:28]=2)[C@@H:13]([CH2:34][O:35][C:36](=[O:43])[C:37]2[CH:42]=[CH:41][CH:40]=[CH:39][CH:38]=2)[O:12][C@@H:11]1[O:44][C@H:45]1[C@H:50]([O:51][C:52](=[O:59])[C:53]2[CH:58]=[CH:57][CH:56]=[CH:55][CH:54]=2)[C@@H:49]([CH2:60][O:61][C:62](=[O:69])[C:63]2[CH:68]=[CH:67][CH:66]=[CH:65][CH:64]=2)[O:48][C@H:47]([O:70][C@H:71]2[C@H:83]([O:84][C:85](=[O:92])[C:86]3[CH:91]=[CH:90][CH:89]=[CH:88][CH:87]=3)[C@@H:82]([CH2:93][O:94][C:95](=[O:102])[C:96]3[CH:101]=[CH:100][CH:99]=[CH:98][CH:97]=3)[O:81][C@H:73]([O:74][CH2:75][CH2:76][CH2:77][N:78]=[N+:79]=[N-:80])[C@H:72]2[O:103][C:104](=[O:111])[C:105]2[CH:110]=[CH:109][CH:108]=[CH:107][CH:106]=2)[C@H:46]1[O:112][C:113](=[O:120])[C:114]1[CH:119]=[CH:118][CH:117]=[CH:116][CH:115]=1)(=[O:8])[C:2]1[CH:7]=[CH:6][CH:5]=[CH:4][CH:3]=1.[CH2:121]([O:124][C@H:125]1[CH2:150][CH2:149][C@@:148]2([CH3:151])[CH:127]([CH2:128][CH2:129][C@@H:130]3[C@@H:147]2[CH2:146][CH2:145][C@@:144]2([CH3:152])[C@H:131]3[CH2:132][CH2:133][C@@H:134]2[C@H:135]([CH3:143])[CH2:136][CH2:137][CH2:138][CH:139]([CH3:142])[CH2:140]O)[CH2:126]1)[C:122]#[CH:123].O=C1O[C@H]([C@H](CO)O)C([O-])=C1O.[Na+]. The catalyst is C(Cl)Cl.C(O)(C)(C)C.[O-]S([O-])(=O)=O.[Cu+2]. The product is [C:1]([O:9][C@H:10]1[C@@H:15]([O:16][C:17](=[O:24])[C:18]2[CH:23]=[CH:22][CH:21]=[CH:20][CH:19]=2)[C@H:14]([O:25][C:26](=[O:33])[C:27]2[CH:28]=[CH:29][CH:30]=[CH:31][CH:32]=2)[C@@H:13]([CH2:34][O:35][C:36](=[O:43])[C:37]2[CH:42]=[CH:41][CH:40]=[CH:39][CH:38]=2)[O:12][C@@H:11]1[O:44][C@H:45]1[C@H:50]([O:51][C:52](=[O:59])[C:53]2[CH:58]=[CH:57][CH:56]=[CH:55][CH:54]=2)[C@@H:49]([CH2:60][O:61][C:62](=[O:69])[C:63]2[CH:68]=[CH:67][CH:66]=[CH:65][CH:64]=2)[O:48][C@H:47]([O:70][C@H:71]2[C@H:83]([O:84][C:85](=[O:92])[C:86]3[CH:87]=[CH:88][CH:89]=[CH:90][CH:91]=3)[C@@H:82]([CH2:93][O:94][C:95](=[O:102])[C:96]3[CH:101]=[CH:100][CH:99]=[CH:98][CH:97]=3)[O:81][C@H:73]([O:74][CH2:75][CH2:76][CH2:77][N:78]3[CH:123]=[C:122]([CH2:121][O:124][C@H:125]4[CH2:150][CH2:149][C@@:148]5([CH3:151])[CH:127]([CH2:128][CH2:129][C@@H:130]6[C@@H:147]5[CH2:146][CH2:145][C@@:144]5([CH3:152])[C@H:131]6[CH2:132][CH2:133][C@@H:134]5[C@H:135]([CH3:143])[CH2:136][CH2:137][CH2:138][CH:139]([CH3:140])[CH3:142])[CH2:126]4)[N:80]=[N:79]3)[C@H:72]2[O:103][C:104](=[O:111])[C:105]2[CH:110]=[CH:109][CH:108]=[CH:107][CH:106]=2)[C@H:46]1[O:112][C:113](=[O:120])[C:114]1[CH:119]=[CH:118][CH:117]=[CH:116][CH:115]=1)(=[O:8])[C:2]1[CH:7]=[CH:6][CH:5]=[CH:4][CH:3]=1. The yield is 0.720. (10) The reactants are [OH-].[Na+].C([O:6][C:7]1[CH:24]=[CH:23][C:22]([Br:25])=[CH:21][C:8]=1[C:9]([NH:11][C:12]1[S:13][CH:14]=[C:15]([C:17]([CH3:20])([CH3:19])[CH3:18])[N:16]=1)=[O:10])(=O)C.Cl. The catalyst is O1CCCC1. The product is [Br:25][C:22]1[CH:23]=[CH:24][C:7]([OH:6])=[C:8]([CH:21]=1)[C:9]([NH:11][C:12]1[S:13][CH:14]=[C:15]([C:17]([CH3:18])([CH3:19])[CH3:20])[N:16]=1)=[O:10]. The yield is 0.789.